From a dataset of Reaction yield outcomes from USPTO patents with 853,638 reactions. Predict the reaction yield, written as a fraction of the theoretical maximum amount of product (1.0 means a 100% yield; for example, 0.34 means a 34% yield). The reactants are C[O:2][C:3]1[CH:12]=[C:11]2[C:6]([C:7](=[O:34])[C:8]([C:24]3[CH:33]=[CH:32][C:27]([C:28]([O:30]C)=[O:29])=[CH:26][CH:25]=3)=[C:9]([CH2:13][C:14]3[CH:19]=[CH:18][C:17]([C:20]([O:22]C)=[O:21])=[CH:16][CH:15]=3)[S:10]2)=[CH:5][CH:4]=1.[Cl-].[Cl-].[Cl-].[Al+3]. The catalyst is CCOC(C)=O. The product is [C:20]([C:17]1[CH:16]=[CH:15][C:14]([CH2:13][C:9]2[S:10][C:11]3[C:6]([C:7](=[O:34])[C:8]=2[C:24]2[CH:33]=[CH:32][C:27]([C:28]([OH:30])=[O:29])=[CH:26][CH:25]=2)=[CH:5][CH:4]=[C:3]([OH:2])[CH:12]=3)=[CH:19][CH:18]=1)([OH:22])=[O:21]. The yield is 0.210.